The task is: Predict the reaction yield, written as a fraction of the theoretical maximum amount of product (1.0 means a 100% yield; for example, 0.34 means a 34% yield).. This data is from Reaction yield outcomes from USPTO patents with 853,638 reactions. The reactants are [CH3:1][CH:2]1[O:7][CH:6]([CH3:8])[CH2:5][NH:4][CH2:3]1.[Cl:9][CH2:10][CH:11]=O.C(O)(=O)C.C(O[BH-](OC(=O)C)OC(=O)C)(=O)C.[Na+]. The catalyst is ClCCl. The product is [Cl:9][CH2:10][CH2:11][N:4]1[CH2:5][CH:6]([CH3:8])[O:7][CH:2]([CH3:1])[CH2:3]1. The yield is 0.300.